Predict the reactants needed to synthesize the given product. From a dataset of Full USPTO retrosynthesis dataset with 1.9M reactions from patents (1976-2016). (1) Given the product [Cl:1][C:2]1[CH:7]=[CH:6][C:5]([NH2:8])=[CH:4][C:3]=1[C:11]1[CH:20]=[CH:19][C:18]2[C:13](=[N:14][CH:15]=[CH:16][CH:17]=2)[N:12]=1, predict the reactants needed to synthesize it. The reactants are: [Cl:1][C:2]1[CH:7]=[CH:6][C:5]([N+:8]([O-])=O)=[CH:4][C:3]=1[C:11]1[CH:20]=[CH:19][C:18]2[C:13](=[N:14][CH:15]=[CH:16][CH:17]=2)[N:12]=1.[Sn](Cl)Cl.C([O-])(O)=O.[Na+].[OH-].[Na+]. (2) Given the product [F:15][C:11]1([CH2:13][F:14])[CH2:12][N:8]([C:6]([O:5][C:1]([CH3:2])([CH3:3])[CH3:4])=[O:7])[C@H:9]([C:16](=[O:18])[NH:68][CH2:67][C:63]2[CH:62]=[C:61]([C:58]3[CH:59]=[N:60][C:55]([C:54]([F:70])([F:69])[F:53])=[CH:56][CH:57]=3)[N:66]=[CH:65][N:64]=2)[CH2:10]1, predict the reactants needed to synthesize it. The reactants are: [C:1]([O:5][C:6]([N:8]1[CH2:12][C:11]([F:15])([CH2:13][F:14])[CH2:10][C@H:9]1[C:16]([OH:18])=O)=[O:7])([CH3:4])([CH3:3])[CH3:2].CN(C(ON1N=NC2C=CC=NC1=2)=[N+](C)C)C.F[P-](F)(F)(F)(F)F.CCN(C(C)C)C(C)C.Cl.[F:53][C:54]([F:70])([F:69])[C:55]1[N:60]=[CH:59][C:58]([C:61]2[N:66]=[CH:65][N:64]=[C:63]([CH2:67][NH2:68])[CH:62]=2)=[CH:57][CH:56]=1. (3) The reactants are: [CH3:1][S:2]([O:5]S(C)(=O)=O)(=O)=[O:3].[NH2:10][CH2:11][CH2:12][CH2:13][O:14][C:15]1[CH:16]=[CH:17][C:18]2[C:19]3[N:28]([CH2:29][CH:30]([CH3:32])[CH3:31])[C:27]([CH2:33][CH2:34][CH3:35])=[N:26][C:20]=3[C:21]([NH2:25])=[N:22][C:23]=2[CH:24]=1.C(=O)(O)[O-].[Na+]. Given the product [NH2:25][C:21]1[C:20]2[N:26]=[C:27]([CH2:33][CH2:34][CH3:35])[N:28]([CH2:29][CH:30]([CH3:32])[CH3:31])[C:19]=2[C:18]2[CH:17]=[CH:16][C:15]([O:14][CH2:13][CH2:12][CH2:11][NH:10][S:2]([CH3:1])(=[O:5])=[O:3])=[CH:24][C:23]=2[N:22]=1, predict the reactants needed to synthesize it. (4) Given the product [CH3:15][O:16][C:17]1[CH:33]=[CH:32][C:20]([C:21]([C:23]2[CH:31]=[CH:30][C:26]([C:27]([NH:12][C:10]3[S:11][C:7]4[CH:6]=[C:5]([O:4][CH2:1][C:2]#[CH:3])[CH:14]=[CH:13][C:8]=4[N:9]=3)=[O:28])=[CH:25][CH:24]=2)=[O:22])=[CH:19][CH:18]=1, predict the reactants needed to synthesize it. The reactants are: [CH2:1]([O:4][C:5]1[CH:14]=[CH:13][C:8]2[N:9]=[C:10]([NH2:12])[S:11][C:7]=2[CH:6]=1)[C:2]#[CH:3].[CH3:15][O:16][C:17]1[CH:33]=[CH:32][C:20]([C:21]([C:23]2[CH:31]=[CH:30][C:26]([C:27](O)=[O:28])=[CH:25][CH:24]=2)=[O:22])=[CH:19][CH:18]=1.CN(C(ON1N=NC2C=CC=CC1=2)=[N+](C)C)C.[B-](F)(F)(F)F.CN(C=O)C.